This data is from NCI-60 drug combinations with 297,098 pairs across 59 cell lines. The task is: Regression. Given two drug SMILES strings and cell line genomic features, predict the synergy score measuring deviation from expected non-interaction effect. (1) Drug 1: CN(C)C(=N)N=C(N)N. Drug 2: CC(C)(C1=NC(=CC=C1)N2C3=NC(=NC=C3C(=O)N2CC=C)NC4=CC=C(C=C4)N5CCN(CC5)C)O. Cell line: T-47D. Synergy scores: CSS=7.34, Synergy_ZIP=-1.50, Synergy_Bliss=2.00, Synergy_Loewe=-3.82, Synergy_HSA=2.50. (2) Cell line: SK-OV-3. Drug 2: CN(C)C1=NC(=NC(=N1)N(C)C)N(C)C. Drug 1: C1=C(C(=O)NC(=O)N1)N(CCCl)CCCl. Synergy scores: CSS=25.8, Synergy_ZIP=-2.54, Synergy_Bliss=2.96, Synergy_Loewe=2.18, Synergy_HSA=2.23. (3) Drug 1: C1=CC(=CC=C1CCCC(=O)O)N(CCCl)CCCl. Cell line: MDA-MB-435. Drug 2: C1=NC2=C(N=C(N=C2N1C3C(C(C(O3)CO)O)O)F)N. Synergy scores: CSS=-4.86, Synergy_ZIP=-2.99, Synergy_Bliss=-9.83, Synergy_Loewe=-31.8, Synergy_HSA=-9.17.